From a dataset of Peptide-MHC class II binding affinity with 134,281 pairs from IEDB. Regression. Given a peptide amino acid sequence and an MHC pseudo amino acid sequence, predict their binding affinity value. This is MHC class II binding data. (1) The peptide sequence is VDGRGNYNTDLLPDW. The MHC is DRB1_1101 with pseudo-sequence DRB1_1101. The binding affinity (normalized) is 0. (2) The peptide sequence is HSLLDEGKQSLTKLA. The MHC is DRB1_0301 with pseudo-sequence DRB1_0301. The binding affinity (normalized) is 0.328. (3) The binding affinity (normalized) is 0. The peptide sequence is AAATAGTTVYGAFAW. The MHC is HLA-DPA10103-DPB10401 with pseudo-sequence HLA-DPA10103-DPB10401. (4) The peptide sequence is KFVDSTVVASVTIID. The MHC is HLA-DQA10301-DQB10302 with pseudo-sequence HLA-DQA10301-DQB10302. The binding affinity (normalized) is 0.182. (5) The peptide sequence is WVPQGRTTWSIHGKG. The MHC is DRB5_0101 with pseudo-sequence DRB5_0101. The binding affinity (normalized) is 0.497. (6) The peptide sequence is KRLWKMLDPRQGLAV. The MHC is H-2-IAb with pseudo-sequence H-2-IAb. The binding affinity (normalized) is 0.651. (7) The peptide sequence is ATAAAAAAVDRGDPP. The MHC is DRB3_0202 with pseudo-sequence DRB3_0202. The binding affinity (normalized) is 0. (8) The MHC is DRB1_1101 with pseudo-sequence DRB1_1101. The peptide sequence is TLSIGYHANNSTDTEDT. The binding affinity (normalized) is 0. (9) The peptide sequence is FESTGNLIAPEYGFKISY. The MHC is DRB1_0802 with pseudo-sequence DRB1_0802. The binding affinity (normalized) is 0.178. (10) The peptide sequence is PKDSDEFIPMKSSWG. The MHC is DRB4_0101 with pseudo-sequence DRB4_0103. The binding affinity (normalized) is 0.291.